Dataset: Reaction yield outcomes from USPTO patents with 853,638 reactions. Task: Predict the reaction yield, written as a fraction of the theoretical maximum amount of product (1.0 means a 100% yield; for example, 0.34 means a 34% yield). (1) The reactants are [Cl:1][C:2]1[CH:3]=[C:4]([O:9][C:10]2[CH:15]=[CH:14][CH:13]=[CH:12][CH:11]=2)[C:5]([NH2:8])=[N:6][CH:7]=1.[C:16]([N:24]=[C:25]=[S:26])(=[O:23])[C:17]1[CH:22]=[CH:21][CH:20]=[CH:19][CH:18]=1. The catalyst is C1COCC1. The product is [C:16]([NH:24][C:25]([NH:8][C:5]1[C:4]([O:9][C:10]2[CH:15]=[CH:14][CH:13]=[CH:12][CH:11]=2)=[CH:3][C:2]([Cl:1])=[CH:7][N:6]=1)=[S:26])(=[O:23])[C:17]1[CH:22]=[CH:21][CH:20]=[CH:19][CH:18]=1. The yield is 0.931. (2) The reactants are Cl[C:2]1[C:3]2[CH:10]=[CH:9][NH:8][C:4]=2[N:5]=[CH:6][N:7]=1.[C:11]([CH2:13][C:14]1([N:25]2[CH:29]=[C:28](B3OC(C)(C)C(C)(C)O3)[CH:27]=[N:26]2)[CH2:17][N:16]([C:18]([O:20][C:21]([CH3:24])([CH3:23])[CH3:22])=[O:19])[CH2:15]1)#[N:12].[F-].[Cs+].C(O)(C)(C)C. The catalyst is C1CCC(P([C]2[CH][CH][CH][CH]2)C2CCCCC2)CC1.C1CCC(P([C]2[CH][CH][CH][CH]2)C2CCCCC2)CC1.Cl[Pd]Cl.[Fe].O. The product is [N:5]1[C:4]2[NH:8][CH:9]=[CH:10][C:3]=2[C:2]([C:28]2[CH:27]=[N:26][N:25]([C:14]3([CH2:13][C:11]#[N:12])[CH2:15][N:16]([C:18]([O:20][C:21]([CH3:22])([CH3:23])[CH3:24])=[O:19])[CH2:17]3)[CH:29]=2)=[N:7][CH:6]=1. The yield is 0.990. (3) The reactants are F[C:2]1[CH:3]=[N:4][C:5]2[C:10]([N:11]=1)=[C:9]([C:12]1[NH:20][C:19]3[CH2:18][CH2:17][NH:16][C:15](=[O:21])[C:14]=3[CH:13]=1)[CH:8]=[CH:7][CH:6]=2.[CH3:22][C:23]([NH2:26])([CH3:25])[CH3:24]. The catalyst is CS(C)=O.C(Cl)Cl. The product is [C:23]([NH:26][C:2]1[CH:3]=[N:4][C:5]2[C:10]([N:11]=1)=[C:9]([C:12]1[NH:20][C:19]3[CH2:18][CH2:17][NH:16][C:15](=[O:21])[C:14]=3[CH:13]=1)[CH:8]=[CH:7][CH:6]=2)([CH3:25])([CH3:24])[CH3:22]. The yield is 0.250. (4) The reactants are C[O:2][C:3]1[CH:12]=[C:11]([CH3:13])[C:10]2[NH:9][C:8](=[O:14])[C:7]3[S:15][CH:16]=[CH:17][C:6]=3[C:5]=2[C:4]=1[C:18]1[CH:23]=[CH:22][C:21]([C@@H:24]([CH3:35])[CH2:25][N:26](C)[C:27](=O)OC(C)(C)C)=[CH:20][CH:19]=1.B(Br)(Br)[Br:37]. No catalyst specified. The product is [BrH:37].[OH:2][C:3]1[CH:12]=[C:11]([CH3:13])[C:10]2[NH:9][C:8](=[O:14])[C:7]3[S:15][CH:16]=[CH:17][C:6]=3[C:5]=2[C:4]=1[C:18]1[CH:23]=[CH:22][C:21]([C@@H:24]([CH3:35])[CH2:25][NH:26][CH3:27])=[CH:20][CH:19]=1. The yield is 0.650. (5) The reactants are Cl.[CH3:2][C:3]1([CH3:16])[O:8][CH:7]([C:9]2[CH:14]=[CH:13][C:12]([F:15])=[CH:11][CH:10]=2)[CH2:6][NH:5][CH2:4]1.Cl[C:18]1[N:23]([CH3:24])[C:22](=[O:25])[CH:21]=[C:20]([C:26]2[CH:31]=[CH:30][N:29]=[CH:28][CH:27]=2)[N:19]=1.C(N(CC)CC)C.O. The catalyst is CN(C)C=O. The product is [CH3:2][C:3]1([CH3:16])[O:8][CH:7]([C:9]2[CH:14]=[CH:13][C:12]([F:15])=[CH:11][CH:10]=2)[CH2:6][N:5]([C:18]2[N:23]([CH3:24])[C:22](=[O:25])[CH:21]=[C:20]([C:26]3[CH:27]=[CH:28][N:29]=[CH:30][CH:31]=3)[N:19]=2)[CH2:4]1. The yield is 0.810. (6) The product is [C:1]([C:5]1[CH:10]=[C:9]([C:11]2[CH:16]=[CH:15][CH:14]=[CH:13][C:12]=2[O:17][CH2:18][CH3:19])[C:8]([NH2:20])=[CH:7][C:6]=1[OH:23])([CH3:3])([CH3:2])[CH3:4]. The reactants are [C:1]([C:5]1[CH:10]=[C:9]([C:11]2[CH:16]=[CH:15][CH:14]=[CH:13][C:12]=2[O:17][CH2:18][CH3:19])[C:8]([N+:20]([O-])=O)=[CH:7][C:6]=1[OH:23])([CH3:4])([CH3:3])[CH3:2]. The yield is 0.920. The catalyst is CO.[Ni]. (7) The reactants are [N+:1]([C:4]1[CH:11]=[CH:10][CH:9]=[CH:8][C:5]=1[CH:6]=O)([O-:3])=[O:2].C([O-])([O-])=O.[K+].[K+].C([N:21]1[CH2:26][C:25](=[O:27])[N:24](C(=O)C)/[C:23](=[CH:31]\[C:32]2[CH:37]=[CH:36][CH:35]=[CH:34][CH:33]=2)/[C:22]1=[O:38])(=O)C.C(O)(=O)CC(CC(O)=O)(C(O)=O)O. The catalyst is CN(C=O)C. The product is [N+:1]([C:4]1[CH:11]=[CH:10][CH:9]=[CH:8][C:5]=1/[CH:6]=[C:26]1/[C:25](=[O:27])[NH:24]/[C:23](=[CH:31]\[C:32]2[CH:37]=[CH:36][CH:35]=[CH:34][CH:33]=2)/[C:22](=[O:38])[NH:21]/1)([O-:3])=[O:2]. The yield is 0.410. (8) The reactants are Br[C:2]1[CH:3]=[C:4]([C:14]([NH:16][CH2:17][C:18]2[C:19](=[O:26])[NH:20][C:21]([CH3:25])=[CH:22][C:23]=2[CH3:24])=[O:15])[C:5]2[CH:10]=[N:9][N:8]([CH:11]([CH3:13])[CH3:12])[C:6]=2[N:7]=1.[NH2:27][C:28]1[N:33]=[CH:32][C:31](B(O)O)=[CH:30][N:29]=1.C([O-])([O-])=O.[Na+].[Na+].CCOC(C)=O. The catalyst is O1CCOCC1.O.C1C=CC([P]([Pd]([P](C2C=CC=CC=2)(C2C=CC=CC=2)C2C=CC=CC=2)([P](C2C=CC=CC=2)(C2C=CC=CC=2)C2C=CC=CC=2)[P](C2C=CC=CC=2)(C2C=CC=CC=2)C2C=CC=CC=2)(C2C=CC=CC=2)C2C=CC=CC=2)=CC=1. The product is [NH2:27][C:28]1[N:33]=[CH:32][C:31]([C:2]2[CH:3]=[C:4]([C:14]([NH:16][CH2:17][C:18]3[C:19](=[O:26])[NH:20][C:21]([CH3:25])=[CH:22][C:23]=3[CH3:24])=[O:15])[C:5]3[CH:10]=[N:9][N:8]([CH:11]([CH3:13])[CH3:12])[C:6]=3[N:7]=2)=[CH:30][N:29]=1. The yield is 0.450.